From a dataset of Forward reaction prediction with 1.9M reactions from USPTO patents (1976-2016). Predict the product of the given reaction. (1) Given the reactants Cl[CH2:2][C:3]1[CH:8]=[CH:7][C:6]([N+:9]([O-:11])=[O:10])=[CH:5][CH:4]=1.[NH:12]1[CH:16]=[CH:15][N:14]=[N:13]1.C(=O)([O-])[O-].[K+].[K+].CN(C=O)C, predict the reaction product. The product is: [N+:9]([C:6]1[CH:7]=[CH:8][C:3]([CH2:2][N:13]2[N:14]=[CH:15][CH:16]=[N:12]2)=[CH:4][CH:5]=1)([O-:11])=[O:10]. (2) Given the reactants [C:1](N1C=CN=C1)(N1C=CN=C1)=[O:2].[CH3:13][O:14][C:15]1[CH:40]=[CH:39][C:18]([NH:19][C:20]2[CH:36]=[C:35]([F:37])[C:34]([F:38])=[CH:33][C:21]=2[C:22]([NH:24][O:25][CH2:26][C:27]2[CH:32]=[CH:31][CH:30]=[CH:29][CH:28]=2)=[O:23])=[CH:17][CH:16]=1, predict the reaction product. The product is: [CH3:13][O:14][C:15]1[CH:16]=[CH:17][C:18]([N:19]2[C:20]3[C:21](=[CH:33][C:34]([F:38])=[C:35]([F:37])[CH:36]=3)[C:22](=[O:23])[N:24]([O:25][CH2:26][C:27]3[CH:28]=[CH:29][CH:30]=[CH:31][CH:32]=3)[C:1]2=[O:2])=[CH:39][CH:40]=1. (3) Given the reactants N(C(OCC)=O)=NC(OCC)=O.[Cl:13][C:14]1[CH:15]=[C:16]([NH:21][C:22]2[C:31]3[C:26](=[CH:27][C:28]([OH:40])=[C:29]([O:32][CH2:33][C:34]4[CH:39]=[CH:38][CH:37]=[CH:36][CH:35]=4)[CH:30]=3)[N:25]=[CH:24][N:23]=2)[CH:17]=[CH:18][C:19]=1[F:20].O[C@H:42]1[CH2:46][CH2:45][O:44][CH2:43]1.C1(P(C2C=CC=CC=2)C2C=CC=CC=2)C=CC=CC=1, predict the reaction product. The product is: [Cl:13][C:14]1[CH:15]=[C:16]([NH:21][C:22]2[C:31]3[C:26](=[CH:27][C:28]([O:40][C@@H:42]4[CH2:46][CH2:45][O:44][CH2:43]4)=[C:29]([O:32][CH2:33][C:34]4[CH:39]=[CH:38][CH:37]=[CH:36][CH:35]=4)[CH:30]=3)[N:25]=[CH:24][N:23]=2)[CH:17]=[CH:18][C:19]=1[F:20].